This data is from Forward reaction prediction with 1.9M reactions from USPTO patents (1976-2016). The task is: Predict the product of the given reaction. (1) Given the reactants P(Cl)(Cl)([Cl:3])=O.[CH3:6][C:7]1[CH:12]=[CH:11][N:10]=[CH:9][C:8]=1[N:13]1[C:17]2=[N:18][CH:19]=[N:20][C:21](O)=[C:16]2[CH:15]=[N:14]1, predict the reaction product. The product is: [Cl:3][C:21]1[N:20]=[CH:19][N:18]=[C:17]2[N:13]([C:8]3[CH:9]=[N:10][CH:11]=[CH:12][C:7]=3[CH3:6])[N:14]=[CH:15][C:16]=12. (2) Given the reactants [ClH:1].[NH:2]1[C:6]2[CH:7]=[CH:8][CH:9]=[CH:10][C:5]=2[N:4]=[C:3]1[C@H:11]([NH2:21])[CH2:12][C:13]1[CH:18]=[CH:17][C:16]([O:19][CH3:20])=[CH:15][CH:14]=1.[C:22]1([CH3:31])[CH:27]=[CH:26][CH:25]=[CH:24][C:23]=1[CH2:28][CH2:29][NH2:30].[C:32](O)(C(F)(F)F)=[O:33], predict the reaction product. The product is: [ClH:1].[NH:2]1[C:6]2[CH:7]=[CH:8][CH:9]=[CH:10][C:5]=2[N:4]=[C:3]1[C@H:11]([NH:21][C:32]([NH:30][CH2:29][CH2:28][C:23]1[CH:24]=[CH:25][CH:26]=[CH:27][C:22]=1[CH3:31])=[O:33])[CH2:12][C:13]1[CH:18]=[CH:17][C:16]([O:19][CH3:20])=[CH:15][CH:14]=1. (3) Given the reactants [Cl:1][C:2]1[N:3]=[C:4](Cl)[C:5]2[C:10]([C:11]3[CH:16]=[CH:15][CH:14]=[CH:13][CH:12]=3)=[CH:9][S:8][C:6]=2[N:7]=1.[NH4+].[OH-], predict the reaction product. The product is: [Cl:1][C:2]1[N:3]=[CH:4][C:5]2[C:10]([C:11]3[CH:16]=[CH:15][CH:14]=[CH:13][CH:12]=3)=[CH:9][S:8][C:6]=2[N:7]=1.